Dataset: Full USPTO retrosynthesis dataset with 1.9M reactions from patents (1976-2016). Task: Predict the reactants needed to synthesize the given product. (1) Given the product [Br:1][C:2]1[C:3]([N:18]2[CH2:19][CH2:20][C:21]([F:25])([CH3:24])[CH2:22][CH2:23]2)=[C:4]([C@H:10]([O:17][C:4]([CH3:10])([CH3:5])[CH3:3])[C:11]([O:13][CH:14]([CH3:16])[CH3:15])=[O:12])[C:5]([CH3:9])=[N:6][C:7]=1[CH3:8], predict the reactants needed to synthesize it. The reactants are: [Br:1][C:2]1[C:3]([N:18]2[CH2:23][CH2:22][C:21]([F:25])([CH3:24])[CH2:20][CH2:19]2)=[C:4]([C@H:10]([OH:17])[C:11]([O:13][CH:14]([CH3:16])[CH3:15])=[O:12])[C:5]([CH3:9])=[N:6][C:7]=1[CH3:8]. (2) Given the product [CH2:1]([N:3]1[C:7]2=[N:8][C:9]([CH2:29][CH3:30])=[C:10]([CH2:19][NH:20][C:21]([C:23]3([C:26]([NH:31][CH2:32][C:33]4[CH:34]=[CH:35][C:36]([F:60])=[C:37]([C:39]5[CH:44]=[CH:43][CH:42]=[C:41]([CH2:45][N:46]6[CH2:51][CH2:50][N:49]([C:52]([O:54][C:55]([CH3:56])([CH3:58])[CH3:57])=[O:53])[C@@H:48]([CH3:59])[CH2:47]6)[CH:40]=5)[CH:38]=4)=[O:27])[CH2:25][CH2:24]3)=[O:22])[C:11]([NH:12][CH:13]3[CH2:18][CH2:17][O:16][CH2:15][CH2:14]3)=[C:6]2[CH:5]=[N:4]1)[CH3:2], predict the reactants needed to synthesize it. The reactants are: [CH2:1]([N:3]1[C:7]2=[N:8][C:9]([CH2:29][CH3:30])=[C:10]([CH2:19][NH:20][C:21]([C:23]3([C:26](O)=[O:27])[CH2:25][CH2:24]3)=[O:22])[C:11]([NH:12][CH:13]3[CH2:18][CH2:17][O:16][CH2:15][CH2:14]3)=[C:6]2[CH:5]=[N:4]1)[CH3:2].[NH2:31][CH2:32][C:33]1[CH:34]=[CH:35][C:36]([F:60])=[C:37]([C:39]2[CH:44]=[CH:43][CH:42]=[C:41]([CH2:45][N:46]3[CH2:51][CH2:50][N:49]([C:52]([O:54][C:55]([CH3:58])([CH3:57])[CH3:56])=[O:53])[C@@H:48]([CH3:59])[CH2:47]3)[CH:40]=2)[CH:38]=1.C1C=CC2N(O)N=NC=2C=1.C(Cl)CCl. (3) Given the product [O:28]1[C:27]2[CH:31]=[CH:32][C:24]([C:17]3[C:18]([O:22][CH3:23])=[N:19][N:20]([CH3:21])[C:16]=3[NH:15][S:9]([C:6]3[CH:7]=[CH:8][C:3]([C:2]([F:14])([F:13])[F:1])=[CH:4][CH:5]=3)(=[O:11])=[O:10])=[CH:25][C:26]=2[O:30][CH2:29]1, predict the reactants needed to synthesize it. The reactants are: [F:1][C:2]([F:14])([F:13])[C:3]1[CH:8]=[CH:7][C:6]([S:9](Cl)(=[O:11])=[O:10])=[CH:5][CH:4]=1.[NH2:15][C:16]1[N:20]([CH3:21])[N:19]=[C:18]([O:22][CH3:23])[C:17]=1[C:24]1[CH:32]=[CH:31][C:27]2[O:28][CH2:29][O:30][C:26]=2[CH:25]=1.